From a dataset of Catalyst prediction with 721,799 reactions and 888 catalyst types from USPTO. Predict which catalyst facilitates the given reaction. (1) Reactant: [CH3:1][N:2]1[C:10]([CH2:11][N:12]2[CH2:17][CH2:16][CH:15]([N:18]3[CH2:23][CH2:22][O:21][CH2:20][CH2:19]3)[CH2:14][CH2:13]2)=[N:9][C:8]2[C:3]1=[N:4][C:5]([C:30]1[C:38]3[C:33](=[CH:34][CH:35]=[CH:36][CH:37]=3)[N:32](S(C3C=CC=CC=3)(=O)=O)[CH:31]=1)=[N:6][C:7]=2[N:24]1[CH2:29][CH2:28][O:27][CH2:26][CH2:25]1.[OH-].[Na+]. Product: [NH:32]1[C:33]2[C:38](=[CH:37][CH:36]=[CH:35][CH:34]=2)[C:30]([C:5]2[N:4]=[C:3]3[C:8]([N:9]=[C:10]([CH2:11][N:12]4[CH2:13][CH2:14][CH:15]([N:18]5[CH2:23][CH2:22][O:21][CH2:20][CH2:19]5)[CH2:16][CH2:17]4)[N:2]3[CH3:1])=[C:7]([N:24]3[CH2:29][CH2:28][O:27][CH2:26][CH2:25]3)[N:6]=2)=[CH:31]1. The catalyst class is: 8. (2) Reactant: Cl[C:2]1[N:7]=[C:6]([C:8]2[CH:13]=[CH:12][CH:11]=[CH:10][CH:9]=2)[N:5]=[C:4]([C:14]([NH:16][C:17]2[CH:22]=[CH:21][CH:20]=[CH:19][C:18]=2[C:23]2[S:24][C:25]3[C:30]([N:31]=2)=[CH:29][CH:28]=[CH:27][N:26]=3)=[O:15])[CH:3]=1.Cl.C[O:34][C:35](=[O:39])[C@H:36]([CH3:38])[NH2:37].CCN(C(C)C)C(C)C.CS(C)=O. Product: [C:8]1([C:6]2[N:7]=[C:2]([NH:37][C@@H:36]([CH3:38])[C:35]([OH:39])=[O:34])[CH:3]=[C:4]([C:14](=[O:15])[NH:16][C:17]3[CH:22]=[CH:21][CH:20]=[CH:19][C:18]=3[C:23]3[S:24][C:25]4[C:30]([N:31]=3)=[CH:29][CH:28]=[CH:27][N:26]=4)[N:5]=2)[CH:13]=[CH:12][CH:11]=[CH:10][CH:9]=1. The catalyst class is: 223. (3) Reactant: [CH2:1]([C:3]1[CH:16]=[CH:15][C:6]([CH2:7][C:8]2[C:9](=[O:14])[NH:10][NH:11][C:12]=2[CH3:13])=[CH:5][CH:4]=1)[CH3:2].[CH2:17](O)[C:18]1[CH:23]=[CH:22][CH:21]=[CH:20][CH:19]=1.C1(P(C2C=CC=CC=2)C2C=CC=CC=2)C=CC=CC=1.N(C(OCC)=O)=NC(OCC)=O. Product: [CH2:17]([O:14][C:9]1[C:8]([CH2:7][C:6]2[CH:5]=[CH:4][C:3]([CH2:1][CH3:2])=[CH:16][CH:15]=2)=[C:12]([CH3:13])[NH:11][N:10]=1)[C:18]1[CH:23]=[CH:22][CH:21]=[CH:20][CH:19]=1. The catalyst class is: 7. (4) Reactant: [ClH:1].[C:2]1([NH:8][C:9]([C:11]2[N:12]=[C:13]3[CH:18]=[CH:17][C:16]([C:19](=[NH:23])OCC)=[CH:15][N:14]3[CH:24]=2)=[O:10])[CH:7]=[CH:6][CH:5]=[CH:4][CH:3]=1.[CH2:25](N)[CH2:26][NH2:27]. Product: [ClH:1].[NH:27]1[CH2:26][CH2:25][N:23]=[C:19]1[C:16]1[CH:17]=[CH:18][C:13]2[N:14]([CH:24]=[C:11]([C:9]([NH:8][C:2]3[CH:3]=[CH:4][CH:5]=[CH:6][CH:7]=3)=[O:10])[N:12]=2)[CH:15]=1. The catalyst class is: 8. (5) The catalyst class is: 6. Product: [CH:15]([CH:10]1[C:11](=[O:14])[CH2:12][CH2:13][N:8]([CH2:7][C:6]2[CH:28]=[C:2]([NH:1][S:39]([CH2:37][CH3:38])(=[O:41])=[O:40])[CH:3]=[CH:4][C:5]=2[O:29][CH3:30])[CH2:9]1)([C:22]1[CH:27]=[CH:26][CH:25]=[CH:24][CH:23]=1)[C:16]1[CH:21]=[CH:20][CH:19]=[CH:18][CH:17]=1. Reactant: [NH2:1][C:2]1[CH:3]=[CH:4][C:5]([O:29][CH3:30])=[C:6]([CH:28]=1)[CH2:7][N:8]1[CH2:13][CH2:12][C:11](=[O:14])[CH:10]([CH:15]([C:22]2[CH:27]=[CH:26][CH:25]=[CH:24][CH:23]=2)[C:16]2[CH:21]=[CH:20][CH:19]=[CH:18][CH:17]=2)[CH2:9]1.N1C=CC=CC=1.[CH2:37]([S:39](Cl)(=[O:41])=[O:40])[CH3:38]. (6) Reactant: O.C([O-])([O-])=O.[K+].[K+].Br[C:9]1[N:13]([C:14]2[CH:19]=[CH:18][C:17]([C:20]([CH3:23])([CH3:22])[CH3:21])=[CH:16][CH:15]=2)[C:12]([C:24]2[CH:29]=[CH:28][CH:27]=[CH:26][CH:25]=2)=[N:11][N:10]=1.[CH3:30][C:31]1[CH:36]=[CH:35][CH:34]=[C:33]([CH3:37])[C:32]=1B(O)O. Product: [C:20]([C:17]1[CH:18]=[CH:19][C:14]([N:13]2[C:12]([C:24]3[CH:29]=[CH:28][CH:27]=[CH:26][CH:25]=3)=[N:11][N:10]=[C:9]2[C:32]2[C:33]([CH3:37])=[CH:34][CH:35]=[CH:36][C:31]=2[CH3:30])=[CH:15][CH:16]=1)([CH3:23])([CH3:22])[CH3:21]. The catalyst class is: 276. (7) Reactant: [N:1]1[CH:6]=[CH:5][C:4]([C:7]2[CH:15]=[CH:14][C:10]([C:11]([OH:13])=O)=[CH:9][CH:8]=2)=[CH:3][CH:2]=1.N=C=N.C1C=CC2N(O)N=[N:25]C=2C=1.[CH2:29](N)[CH2:30][C:31]1[CH:36]=[CH:35][CH:34]=[CH:33][CH:32]=1. Product: [C:31]1([CH2:30][CH2:29][C:9]2[CH:8]=[C:7]([C:4]3[CH:3]=[CH:2][N:1]=[CH:6][CH:5]=3)[CH:15]=[CH:14][C:10]=2[C:11]([NH2:25])=[O:13])[CH:36]=[CH:35][CH:34]=[CH:33][CH:32]=1. The catalyst class is: 3. (8) Reactant: [Cl:1][C:2]1[CH:7]=[N:6][CH:5]=[C:4]([C:8]([OH:10])=O)[N:3]=1.S(Cl)([Cl:13])=O. Product: [Cl:1][C:2]1[N:3]=[C:4]([C:8]([Cl:13])=[O:10])[CH:5]=[N:6][CH:7]=1. The catalyst class is: 10. (9) Reactant: S(Cl)([Cl:3])=O.[CH2:5]([N:7]([C@@H:22]([CH3:25])[CH2:23]O)[C:8](=[O:21])[C:9]1[CH:14]=[C:13]([CH3:15])[CH:12]=[CH:11][C:10]=1[N:16]1[N:20]=[CH:19][CH:18]=[N:17]1)[CH3:6]. Product: [Cl:3][CH2:23][C@@H:22]([N:7]([CH2:5][CH3:6])[C:8](=[O:21])[C:9]1[CH:14]=[C:13]([CH3:15])[CH:12]=[CH:11][C:10]=1[N:16]1[N:20]=[CH:19][CH:18]=[N:17]1)[CH3:25]. The catalyst class is: 22. (10) Reactant: [F:1][C:2]1[C:7]2[N:8]=[N:9][S:10][C:6]=2[CH:5]=[C:4]2[NH:11][C:12](=[O:22])[N:13]([C:14]3[CH:19]=[CH:18][C:17]([I:20])=[CH:16][C:15]=3[F:21])[C:3]=12.C(N(CC)CC)C.[CH:30]1([S:33](Cl)(=[O:35])=[O:34])[CH2:32][CH2:31]1. Product: [CH:30]1([S:33]([N:11]2[C:4]3=[CH:5][C:6]4[S:10][N:9]=[N:8][C:7]=4[C:2]([F:1])=[C:3]3[N:13]([C:14]3[CH:19]=[CH:18][C:17]([I:20])=[CH:16][C:15]=3[F:21])[C:12]2=[O:22])(=[O:35])=[O:34])[CH2:32][CH2:31]1. The catalyst class is: 64.